Dataset: Reaction yield outcomes from USPTO patents with 853,638 reactions. Task: Predict the reaction yield, written as a fraction of the theoretical maximum amount of product (1.0 means a 100% yield; for example, 0.34 means a 34% yield). (1) The reactants are OS(O)(=O)=O.[CH3:6][N:7]([CH2:17][CH:18](OC)OC)[C:8](=[O:16])[CH2:9][C:10]1[CH:15]=[CH:14][CH:13]=[CH:12][CH:11]=1. No catalyst specified. The product is [CH3:6][N:7]1[C:8](=[O:16])[CH2:9][C:10]2[CH:15]=[CH:14][CH:13]=[CH:12][C:11]=2[CH:18]=[CH:17]1. The yield is 0.735. (2) The catalyst is C(#N)C. The reactants are [CH3:1][O:2][C:3]1[CH:4]=[C:5]2[C:10](=[CH:11][C:12]=1[O:13][CH3:14])[NH:9][CH:8]=[CH:7][C:6]2=[O:15].Cl[C:17]1[CH:22]=[CH:21][C:20]([N+:23]([O-:25])=[O:24])=[CH:19][N:18]=1.C(=O)([O-])[O-].[Cs+].[Cs+]. The product is [CH3:1][O:2][C:3]1[CH:4]=[C:5]2[C:10](=[CH:11][C:12]=1[O:13][CH3:14])[N:9]=[CH:8][CH:7]=[C:6]2[O:15][C:17]1[CH:22]=[CH:21][C:20]([N+:23]([O-:25])=[O:24])=[CH:19][N:18]=1. The yield is 0.260. (3) The catalyst is CO. The product is [S:21]([C:18]1[CH:19]=[CH:20][C:15]([CH3:25])=[CH:16][CH:17]=1)([OH:24])(=[O:23])=[O:22].[CH3:3][NH:5][CH2:7][CH2:8][CH2:9][CH2:10][CH:11]=[CH2:12]. The reactants are FC(F)(F)[C:3]([N:5]([CH2:7][CH2:8][CH2:9][CH2:10][CH:11]=[CH2:12])C)=O.[C:15]1([CH3:25])[CH:20]=[CH:19][C:18]([S:21]([OH:24])(=[O:23])=[O:22])=[CH:17][CH:16]=1. The yield is 0.760. (4) The reactants are [C:1]1([CH2:7][SH:8])[CH:6]=[CH:5][CH:4]=[CH:3][CH:2]=1.[OH-].[Na+].F[C:12]1[CH:17]=[CH:16][CH:15]=[CH:14][C:13]=1[S:18]([NH:21][CH:22]([CH3:24])[CH3:23])(=[O:20])=[O:19].O. The catalyst is CS(C)=O. The product is [CH2:7]([S:8][C:12]1[CH:17]=[CH:16][CH:15]=[CH:14][C:13]=1[S:18]([NH:21][CH:22]([CH3:24])[CH3:23])(=[O:19])=[O:20])[C:1]1[CH:6]=[CH:5][CH:4]=[CH:3][CH:2]=1. The yield is 0.710. (5) The reactants are [Si:1]([O:18][CH2:19][CH2:20][O:21][CH2:22][CH2:23][O:24][CH2:25][CH2:26][O:27][CH2:28][CH2:29][OH:30])([C:14]([CH3:17])([CH3:16])[CH3:15])([C:8]1[CH:13]=[CH:12][CH:11]=[CH:10][CH:9]=1)[C:2]1[CH:7]=[CH:6][CH:5]=[CH:4][CH:3]=1.C(N(CC)CC)C.[C:38]1([CH3:48])[CH:43]=[CH:42][C:41]([S:44](Cl)(=[O:46])=[O:45])=[CH:40][CH:39]=1. The catalyst is C(Cl)Cl. The product is [C:38]1([CH3:48])[CH:43]=[CH:42][C:41]([S:44]([O:30][CH2:29][CH2:28][O:27][CH2:26][CH2:25][O:24][CH2:23][CH2:22][O:21][CH2:20][CH2:19][O:18][Si:1]([C:14]([CH3:17])([CH3:16])[CH3:15])([C:8]2[CH:13]=[CH:12][CH:11]=[CH:10][CH:9]=2)[C:2]2[CH:3]=[CH:4][CH:5]=[CH:6][CH:7]=2)(=[O:46])=[O:45])=[CH:40][CH:39]=1. The yield is 0.750. (6) The reactants are Cl.Cl.[F:3][C:4]1[C:5]([N:13]2[CH2:18][CH2:17][O:16][CH2:15][C@@H:14]2[CH3:19])=[N:6][C:7]([CH3:12])=[N:8][C:9]=1[NH:10][NH2:11].[CH:20]([OH:23])([CH3:22])C.CN1[CH2:30][CH2:29][O:28]CC1.ON1[C:36]2N=[CH:38][CH:39]=[CH:40][C:35]=2N=N1.[CH2:41](Cl)[CH2:42]Cl.[CH3:45][N:46]([CH:48]=[O:49])C. No catalyst specified. The product is [CH:41]1([CH2:42][C@@H:22]([C:20]([NH:11][NH:10][C:9]2[C:4]([F:3])=[C:5]([N:13]3[CH2:18][CH2:17][O:16][CH2:15][C@@H:14]3[CH3:19])[N:6]=[C:7]([CH3:12])[N:8]=2)=[O:23])[CH2:45][N:46]([O:28][CH2:29][C:30]2[CH:36]=[CH:35][CH:40]=[CH:39][CH:38]=2)[CH:48]=[O:49])[CH2:39][CH2:40][CH2:35][CH2:36]1. The yield is 0.930.